Dataset: Reaction yield outcomes from USPTO patents with 853,638 reactions. Task: Predict the reaction yield, written as a fraction of the theoretical maximum amount of product (1.0 means a 100% yield; for example, 0.34 means a 34% yield). (1) The reactants are C1C=CC(P(C2C(C3C(P(C4C=CC=CC=4)C4C=CC=CC=4)=CC=C4C=3C=CC=C4)=C3C(C=CC=C3)=CC=2)C2C=CC=CC=2)=CC=1.C(=O)([O-])[O-].[Cs+].[Cs+].Br[C:54]1[CH:59]=[CH:58][CH:57]=[C:56]([Br:60])[CH:55]=1.[O:61]1[CH2:66][CH2:65][CH2:64][CH2:63][CH:62]1[O:67][CH:68]1[CH2:72][CH2:71][NH:70][CH2:69]1. The catalyst is C1(C)C=CC=CC=1.C([O-])(=O)C.[Pd+2].C([O-])(=O)C. The product is [Br:60][C:56]1[CH:55]=[C:54]([N:70]2[CH2:71][CH2:72][CH:68]([O:67][CH:62]3[CH2:63][CH2:64][CH2:65][CH2:66][O:61]3)[CH2:69]2)[CH:59]=[CH:58][CH:57]=1. The yield is 0.130. (2) The product is [CH3:1][C:2]1[CH:3]=[C:4]2[C:5](=[CH:10][C:11]=1[F:12])[C:6](=[O:8])[CH2:19][C:13]2=[O:15]. The yield is 0.620. The reactants are [CH3:1][C:2]1[CH:3]=[C:4]([C:13]([O:15]C)=O)[C:5](=[CH:10][C:11]=1[F:12])[C:6]([O:8]C)=O.[H-].[Na+].[CH3:19]CCCCC.CCCCCC.C(OCC)(=O)C. The catalyst is C(OCC)(=O)C. (3) The reactants are [C:1]([O:5][C:6]([N:8]1[CH2:13][CH2:12][CH:11]([O:14][C:15]2[CH:20]=[CH:19][C:18]([NH:21][CH2:22]/[CH:23]=[CH:24]/[C:25]3[CH:26]=[C:27]([CH:30]=[CH:31][CH:32]=3)[C:28]#[N:29])=[CH:17][CH:16]=2)[CH2:10][CH2:9]1)=[O:7])([CH3:4])([CH3:3])[CH3:2].C=O.[C:35](O)(=O)C.C([BH3-])#N.[Na+]. The catalyst is ClCCl.CO. The product is [C:1]([O:5][C:6]([N:8]1[CH2:13][CH2:12][CH:11]([O:14][C:15]2[CH:20]=[CH:19][C:18]([N:21]([CH2:22]/[CH:23]=[CH:24]/[C:25]3[CH:26]=[C:27]([CH:30]=[CH:31][CH:32]=3)[C:28]#[N:29])[CH3:35])=[CH:17][CH:16]=2)[CH2:10][CH2:9]1)=[O:7])([CH3:4])([CH3:2])[CH3:3]. The yield is 0.740. (4) The reactants are Cl[C:2]1[C:3]2[CH:17]=[CH:16][CH:15]=[N:14][C:4]=2[N:5]=[C:6]([C:8]2[CH:13]=[CH:12][CH:11]=[CH:10][CH:9]=2)[N:7]=1.[NH2:18][C:19]1[CH:23]=[C:22]([CH3:24])[NH:21][N:20]=1. The catalyst is C1COCC1. The product is [CH3:24][C:22]1[CH:23]=[C:19]([NH:18][C:2]2[C:3]3[CH:17]=[CH:16][CH:15]=[N:14][C:4]=3[N:5]=[C:6]([C:8]3[CH:13]=[CH:12][CH:11]=[CH:10][CH:9]=3)[N:7]=2)[NH:20][N:21]=1. The yield is 0.500. (5) The reactants are C([O:3][C:4]([C:6]1[C:11]([CH3:12])=[CH:10][C:9](=[O:13])[N:8]([C:14]2[CH:19]=[CH:18][CH:17]=[CH:16][CH:15]=2)[C:7]=1[CH3:20])=[O:5])C. The catalyst is CO.[OH-].[Na+]. The product is [CH3:20][C:7]1[N:8]([C:14]2[CH:19]=[CH:18][CH:17]=[CH:16][CH:15]=2)[C:9](=[O:13])[CH:10]=[C:11]([CH3:12])[C:6]=1[C:4]([OH:5])=[O:3]. The yield is 0.540. (6) The reactants are [CH3:1][C:2]1([CH3:16])[C:6]([CH3:8])([CH3:7])[O:5][B:4]([C:9]2[CH:14]=[CH:13][C:12]([OH:15])=[CH:11][CH:10]=2)[O:3]1.[N:17]1([CH2:23][CH2:24]O)[CH2:22][CH2:21][O:20][CH2:19][CH2:18]1.C1(P(C2C=CC=CC=2)C2C=CC=CC=2)C=CC=CC=1.CC(OC(/N=N/C(OC(C)C)=O)=O)C. The catalyst is C(Cl)Cl. The product is [CH3:8][C:6]1([CH3:7])[C:2]([CH3:16])([CH3:1])[O:3][B:4]([C:9]2[CH:14]=[CH:13][C:12]([O:15][CH2:24][CH2:23][N:17]3[CH2:22][CH2:21][O:20][CH2:19][CH2:18]3)=[CH:11][CH:10]=2)[O:5]1. The yield is 0.740.